From a dataset of Forward reaction prediction with 1.9M reactions from USPTO patents (1976-2016). Predict the product of the given reaction. (1) Given the reactants Cl[C:2]1[N:3]=[N+:4]([O-:12])[C:5]2[CH:11]=[CH:10][CH:9]=[CH:8][C:6]=2[N:7]=1.[NH2:13][CH2:14][CH2:15][CH2:16][N:17]([CH3:22])[CH2:18][CH2:19][CH2:20][NH2:21].CCN(CC)CC.[F:30][C:31]([F:38])([F:37])[C:32](OCC)=[O:33].O, predict the reaction product. The product is: [F:30][C:31]([F:38])([F:37])[C:32]([NH:13][CH2:14][CH2:15][CH2:16][N:17]([CH3:22])[CH2:18][CH2:19][CH2:20][NH:21][C:2]1[N:3]=[N+:4]([O-:12])[C:5]2[CH:11]=[CH:10][CH:9]=[CH:8][C:6]=2[N:7]=1)=[O:33]. (2) Given the reactants [CH2:1]([C:11]1[S:12][CH:13]=[CH:14][CH:15]=1)[CH2:2][CH2:3][CH2:4][CH2:5][CH2:6][CH2:7][CH2:8][CH2:9][CH3:10].[Br:16]N1C(=O)CCC1=O.O, predict the reaction product. The product is: [Br:16][C:13]1[S:12][C:11]([CH2:1][CH2:2][CH2:3][CH2:4][CH2:5][CH2:6][CH2:7][CH2:8][CH2:9][CH3:10])=[CH:15][CH:14]=1.